Task: Predict which catalyst facilitates the given reaction.. Dataset: Catalyst prediction with 721,799 reactions and 888 catalyst types from USPTO (1) Reactant: [CH2:1]([N:8]1[C:20]2[C:19]3[CH:18]=[CH:17][CH:16]=[CH:15][C:14]=3[N:13]=[C:12](Cl)[C:11]=2[N:10]=[C:9]1[OH:22])[C:2]1[CH:7]=[CH:6][CH:5]=[CH:4][CH:3]=1.[NH3:23]. Product: [NH2:23][C:12]1[C:11]2[N:10]=[C:9]([OH:22])[N:8]([CH2:1][C:2]3[CH:7]=[CH:6][CH:5]=[CH:4][CH:3]=3)[C:20]=2[C:19]2[CH:18]=[CH:17][CH:16]=[CH:15][C:14]=2[N:13]=1. The catalyst class is: 5. (2) Reactant: [F:1][CH:2]([F:23])[O:3][C:4]1[CH:9]=[CH:8][C:7]([C:10]2[CH:11]=[C:12]3[C:16](=[CH:17][CH:18]=2)[C:15](=[O:19])[O:14][CH2:13]3)=[C:6]([OH:20])[C:5]=1[O:21][CH3:22].C(=O)([O-])[O-].[K+].[K+].[CH2:30](Br)[CH:31]([CH3:33])[CH3:32]. Product: [F:23][CH:2]([F:1])[O:3][C:4]1[CH:9]=[CH:8][C:7]([C:10]2[CH:11]=[C:12]3[C:16](=[CH:17][CH:18]=2)[C:15](=[O:19])[O:14][CH2:13]3)=[C:6]([O:20][CH2:30][CH:31]([CH3:33])[CH3:32])[C:5]=1[O:21][CH3:22]. The catalyst class is: 10. (3) Reactant: [N:1]([CH:4]([C:6]1[N:7]=[C:8]2[S:21][CH:20]=[C:19]([CH3:22])[N:9]2[C:10](=[O:18])[C:11]=1[C:12]1[CH:17]=[CH:16][CH:15]=[CH:14][N:13]=1)[CH3:5])=[N+]=[N-].CP(C)C.CCOC(C)=O. Product: [NH2:1][CH:4]([C:6]1[N:7]=[C:8]2[S:21][CH:20]=[C:19]([CH3:22])[N:9]2[C:10](=[O:18])[C:11]=1[C:12]1[CH:17]=[CH:16][CH:15]=[CH:14][N:13]=1)[CH3:5]. The catalyst class is: 30. (4) Reactant: [Br:1][C:2]1[N:7]=[CH:6][C:5]([NH2:8])=[C:4]([C:9]2[C:10](F)=[N:11][CH:12]=[CH:13][CH:14]=2)[CH:3]=1.C[Si]([N-][Si](C)(C)C)(C)C.[Na+].[F-].[K+]. Product: [Br:1][C:2]1[N:7]=[CH:6][C:5]2[NH:8][C:10]3[N:11]=[CH:12][CH:13]=[CH:14][C:9]=3[C:4]=2[CH:3]=1. The catalyst class is: 1. (5) Reactant: [Br:1][C:2]1[S:3][C:4]2[CH:10]=[C:9]([C:11](OC)=[O:12])[CH:8]=[C:7]([F:15])[C:5]=2[N:6]=1.C1COCC1.CC(C[Al]CC(C)C)C. Product: [Br:1][C:2]1[S:3][C:4]2[CH:10]=[C:9]([CH2:11][OH:12])[CH:8]=[C:7]([F:15])[C:5]=2[N:6]=1. The catalyst class is: 11. (6) Reactant: [CH3:1][C@H:2]1[CH2:6][CH2:5][CH2:4][N:3]1[C:7]([C@H:9]1[CH2:13][CH2:12][NH:11][CH2:10]1)=O.CO. Product: [CH3:1][C@H:2]1[CH2:6][CH2:5][CH2:4][N:3]1[CH2:7][C@H:9]1[CH2:13][CH2:12][NH:11][CH2:10]1. The catalyst class is: 1. (7) Product: [F:4][C:5]1[CH:10]=[C:9]([C:11]([F:14])([F:13])[F:12])[C:8]([C:15]2[CH:20]=[CH:19][N:18]=[C:17]([C:1]#[N:3])[CH:16]=2)=[CH:7][CH:6]=1. Reactant: [C:1](#[N:3])C.[F:4][C:5]1[CH:10]=[C:9]([C:11]([F:14])([F:13])[F:12])[C:8]([C:15]2[CH:20]=[CH:19][N+:18]([O-])=[CH:17][CH:16]=2)=[CH:7][CH:6]=1.C[Si](C#N)(C)C. The catalyst class is: 66.